Dataset: Full USPTO retrosynthesis dataset with 1.9M reactions from patents (1976-2016). Task: Predict the reactants needed to synthesize the given product. (1) Given the product [CH2:26]([N:28]1[CH2:32][CH2:31][C@@H:30]([CH2:33][CH2:34][NH:35][C:2]2[CH:7]=[CH:6][CH:5]=[CH:4][C:3]=2[S:8]([NH:11][C:12]2[C:21]([C:22]([OH:24])=[O:23])=[C:20]3[C:15]([CH:16]4[CH2:25][CH:17]4[CH2:18][O:19]3)=[CH:14][CH:13]=2)(=[O:10])=[O:9])[CH2:29]1)[CH3:27], predict the reactants needed to synthesize it. The reactants are: F[C:2]1[CH:7]=[CH:6][CH:5]=[CH:4][C:3]=1[S:8]([NH:11][C:12]1[C:21]([C:22]([OH:24])=[O:23])=[C:20]2[C:15]([CH:16]3[CH2:25][CH:17]3[CH2:18][O:19]2)=[CH:14][CH:13]=1)(=[O:10])=[O:9].[CH2:26]([N:28]1[CH2:32][CH2:31][C@@H:30]([CH2:33][CH2:34][NH2:35])[CH2:29]1)[CH3:27]. (2) Given the product [Cl:1][C:2]1[CH:3]=[C:4]([NH:9][C:10]2[C:11]3[C:18](=[CH:20][C:22]4[NH:23][C:24]([CH:32]([CH3:34])[CH3:33])=[CH:25][C:26]=4[CH2:27][CH2:28][C:29]([OH:31])=[O:30])[C:17](=[O:19])[NH:16][C:12]=3[N:13]=[CH:14][N:15]=2)[CH:5]=[CH:6][C:7]=1[F:8], predict the reactants needed to synthesize it. The reactants are: [Cl:1][C:2]1[CH:3]=[C:4]([NH:9][C:10]2[C:11]3[CH2:18][C:17](=[O:19])[NH:16][C:12]=3[N:13]=[CH:14][N:15]=2)[CH:5]=[CH:6][C:7]=1[F:8].[CH:20]([C:22]1[NH:23][C:24]([CH:32]([CH3:34])[CH3:33])=[CH:25][C:26]=1[CH2:27][CH2:28][C:29]([OH:31])=[O:30])=O. (3) Given the product [CH:18]([CH:2]1[CH2:7][CH2:6][N:5]([C:8]([O:10][CH2:11][C:12]2[CH:13]=[CH:14][CH:15]=[CH:16][CH:17]=2)=[O:9])[CH2:4][CH2:3]1)=[O:19], predict the reactants needed to synthesize it. The reactants are: C[C:2]1([C:18]([O-])=[O:19])[CH2:7][CH2:6][N:5]([C:8]([O:10][CH2:11][C:12]2[CH:17]=[CH:16][CH:15]=[CH:14][CH:13]=2)=[O:9])[CH2:4][CH2:3]1.CC(C[AlH]CC(C)C)C.CO.[Cl-].[Na+]. (4) Given the product [CH2:22]([O:26][C:27]1[CH:28]=[CH:29][C:30]([CH3:34])=[C:31]([CH:32]=1)[O:33][C:36]1[S:37][CH:38]=[C:39]([C:41]([NH:43][C:44]2[C:45]([O:66][CH3:67])=[N:46][C:47]([NH:52][CH2:53][CH2:54][N:55]([CH:63]([CH3:64])[CH3:65])[C:56](=[O:62])[O:57][C:58]([CH3:60])([CH3:61])[CH3:59])=[N:48][C:49]=2[O:50][CH3:51])=[O:42])[N:40]=1)[CH:23]([CH3:25])[CH3:24], predict the reactants needed to synthesize it. The reactants are: C(C1C=C(C=CC=1)OC1OC=C(C(OCC)=O)N=1)(C)(C)C.[CH2:22]([O:26][C:27]1[CH:28]=[CH:29][C:30]([CH3:34])=[C:31]([OH:33])[CH:32]=1)[CH:23]([CH3:25])[CH3:24].Br[C:36]1[S:37][CH:38]=[C:39]([C:41]([NH:43][C:44]2[C:45]([O:66][CH3:67])=[N:46][C:47]([NH:52][CH2:53][CH2:54][N:55]([CH:63]([CH3:65])[CH3:64])[C:56](=[O:62])[O:57][C:58]([CH3:61])([CH3:60])[CH3:59])=[N:48][C:49]=2[O:50][CH3:51])=[O:42])[N:40]=1. (5) Given the product [C:1]([O:5][C:6](=[O:17])[CH2:7][O:25][C:21]1[CH:22]=[CH:23][CH:24]=[C:19]([Cl:18])[C:20]=1[I:26])([CH3:4])([CH3:3])[CH3:2], predict the reactants needed to synthesize it. The reactants are: [C:1]([O:5][C:6](=[O:17])[CH2:7]OC1C=CC(Cl)=CC=1Br)([CH3:4])([CH3:3])[CH3:2].[Cl:18][C:19]1[C:20]([I:26])=[C:21]([OH:25])[CH:22]=[CH:23][CH:24]=1. (6) Given the product [CH3:25][C:22]1[S:23][CH:24]=[C:20]([C:19]#[C:18][C:15]2[CH:16]=[CH:17][C:12]([N:2]3[C:10]4=[CH:9][N:8]=[CH:7][CH:6]=[C:5]4[CH:4]=[CH:3]3)=[N:13][CH:14]=2)[N:21]=1, predict the reactants needed to synthesize it. The reactants are: Br.[NH:2]1[C:10]2[C:5](=[CH:6][CH:7]=[N:8][CH:9]=2)[CH:4]=[CH:3]1.Cl[C:12]1[CH:17]=[CH:16][C:15]([C:18]#[C:19][C:20]2[N:21]=[C:22]([CH3:25])[S:23][CH:24]=2)=[CH:14][N:13]=1.C(=O)([O-])[O-].[Cs+].[Cs+].